This data is from Full USPTO retrosynthesis dataset with 1.9M reactions from patents (1976-2016). The task is: Predict the reactants needed to synthesize the given product. (1) Given the product [Cl:29][C:30]1[CH:31]=[C:32]([C:2]2[CH:3]=[C:4]3[C:9](=[CH:10][CH:11]=2)[N:8]=[CH:7][C:6]([C:12]([CH:14]2[CH2:16][CH2:15]2)=[O:13])=[C:5]3[NH:17][C@H:18]2[CH2:23][CH2:22][C@H:21]([N:24]3[CH2:25][CH2:26][CH2:27][CH2:28]3)[CH2:20][CH2:19]2)[CH:33]=[CH:34][C:35]=1[OH:36], predict the reactants needed to synthesize it. The reactants are: Br[C:2]1[CH:3]=[C:4]2[C:9](=[CH:10][CH:11]=1)[N:8]=[CH:7][C:6]([C:12]([CH:14]1[CH2:16][CH2:15]1)=[O:13])=[C:5]2[NH:17][C@H:18]1[CH2:23][CH2:22][C@H:21]([N:24]2[CH2:28][CH2:27][CH2:26][CH2:25]2)[CH2:20][CH2:19]1.[Cl:29][C:30]1[CH:31]=[C:32](B(O)O)[CH:33]=[CH:34][C:35]=1[OH:36]. (2) The reactants are: [CH:1]1([CH2:7][C@H:8]([NH:13][C:14](=[O:20])[O:15][C:16]([CH3:19])([CH3:18])[CH3:17])[CH:9]([OH:12])[CH2:10][CH3:11])[CH2:6][CH2:5][CH2:4][CH2:3][CH2:2]1.N1C=CC=CC=1.[S:27](Cl)([C:30]1[CH:36]=[CH:35][C:33]([CH3:34])=[CH:32][CH:31]=1)(=[O:29])=[O:28]. Given the product [CH3:34][C:33]1[CH:35]=[CH:36][C:30]([S:27]([O:12][CH:9]([CH2:10][CH3:11])[C@@H:8]([NH:13][C:14]([O:15][C:16]([CH3:19])([CH3:18])[CH3:17])=[O:20])[CH2:7][CH:1]2[CH2:2][CH2:3][CH2:4][CH2:5][CH2:6]2)(=[O:29])=[O:28])=[CH:31][CH:32]=1, predict the reactants needed to synthesize it.